This data is from Reaction yield outcomes from USPTO patents with 853,638 reactions. The task is: Predict the reaction yield, written as a fraction of the theoretical maximum amount of product (1.0 means a 100% yield; for example, 0.34 means a 34% yield). (1) The reactants are [Cl-].O[NH3+:3].[C:4](=[O:7])([O-])[OH:5].[Na+].CS(C)=O.[CH2:13]([C:17]1[N:18]=[C:19]([CH3:50])[N:20]([CH2:39][C:40]2[N:44]([CH3:45])[C:43]3[CH:46]=[CH:47][CH:48]=[CH:49][C:42]=3[N:41]=2)[C:21](=[O:38])[C:22]=1[CH2:23][C:24]1[CH:29]=[CH:28][C:27]([C:30]2[C:31]([C:36]#[N:37])=[CH:32][CH:33]=[CH:34][CH:35]=2)=[CH:26][CH:25]=1)[CH2:14][CH2:15][CH3:16]. The catalyst is C(OCC)(=O)C. The product is [CH2:13]([C:17]1[N:18]=[C:19]([CH3:50])[N:20]([CH2:39][C:40]2[N:44]([CH3:45])[C:43]3[CH:46]=[CH:47][CH:48]=[CH:49][C:42]=3[N:41]=2)[C:21](=[O:38])[C:22]=1[CH2:23][C:24]1[CH:29]=[CH:28][C:27]([C:30]2[CH:35]=[CH:34][CH:33]=[CH:32][C:31]=2[C:36]2[NH:3][C:4](=[O:7])[O:5][N:37]=2)=[CH:26][CH:25]=1)[CH2:14][CH2:15][CH3:16]. The yield is 0.650. (2) The reactants are [CH3:1][CH:2]1[CH:6]([CH3:7])[O:5][C:4]2([CH2:12][CH2:11][CH:10]([N:13]3[C:18](=[O:19])[C:17]([CH2:20][C:21]4[CH:26]=[CH:25][C:24]([C:27]5[C:28]([C:34]#[N:35])=[CH:29][C:30]([F:33])=[CH:31][CH:32]=5)=[CH:23][CH:22]=4)=[C:16]([CH2:36][CH2:37][CH3:38])[N:15]4[N:39]=[C:40]([CH3:42])[N:41]=[C:14]34)[CH2:9][CH2:8]2)[O:3]1.[C:43]([BH3-])#N.[Na+].CC(OI1(OC(C)=O)(OC(C)=O)OC(=O)C2C1=CC=CC=2)=O.C(=O)([O-])O.[Na+].S([O-])([O-])(=O)=S.[Na+].[Na+].C[Mg]Br.[Cl-].[NH4+]. The catalyst is C(OCC)(=O)C.C(#N)C.O1CCCC1. The product is [F:33][C:30]1[CH:29]=[C:28]([C:34]#[N:35])[C:27]([C:24]2[CH:25]=[CH:26][C:21]([CH2:20][C:17]3[C:18](=[O:19])[N:13]([C@H:10]4[CH2:11][CH2:12][C@H:4]([O:5][CH:6]([CH3:7])[C:2]([OH:3])([CH3:1])[CH3:43])[CH2:8][CH2:9]4)[C:14]4[N:15]([N:39]=[C:40]([CH3:42])[N:41]=4)[C:16]=3[CH2:36][CH2:37][CH3:38])=[CH:22][CH:23]=2)=[CH:32][CH:31]=1. The yield is 0.180. (3) The reactants are Br[C:2]1[CH:3]=[C:4]([C:8]2[CH:13]=[CH:12][CH:11]=[CH:10][N:9]=2)[CH:5]=[CH:6][CH:7]=1.C([Li])CCC.Cl[Si:20]([C:33]1[CH:38]=[CH:37][CH:36]=[CH:35][CH:34]=1)([C:27]1[CH:32]=[CH:31][CH:30]=[CH:29][CH:28]=1)[C:21]1[CH:26]=[CH:25][CH:24]=[CH:23][CH:22]=1. The catalyst is C1COCC1. The product is [C:33]1([Si:20]([C:21]2[CH:22]=[CH:23][CH:24]=[CH:25][CH:26]=2)([C:27]2[CH:32]=[CH:31][CH:30]=[CH:29][CH:28]=2)[C:2]2[CH:3]=[C:4]([C:8]3[CH:13]=[CH:12][CH:11]=[CH:10][N:9]=3)[CH:5]=[CH:6][CH:7]=2)[CH:34]=[CH:35][CH:36]=[CH:37][CH:38]=1. The yield is 0.780. (4) The yield is 0.300. The reactants are [CH3:1][C:2]1[NH:3][C:4]([C:12]2[CH:17]=[CH:16][CH:15]=[CH:14][CH:13]=2)=[CH:5][C:6]=1[C:7]([O:9][CH2:10][CH3:11])=[O:8].[H-].[Na+].[Cl:20][C:21]1[CH:22]=[C:23]([S:27](Cl)(=[O:29])=[O:28])[CH:24]=[CH:25][CH:26]=1. The product is [Cl:20][C:21]1[CH:22]=[C:23]([S:27]([N:3]2[C:4]([C:12]3[CH:17]=[CH:16][CH:15]=[CH:14][CH:13]=3)=[CH:5][C:6]([C:7]([O:9][CH2:10][CH3:11])=[O:8])=[C:2]2[CH3:1])(=[O:29])=[O:28])[CH:24]=[CH:25][CH:26]=1. No catalyst specified. (5) The yield is 0.430. The reactants are [Cl:1][C:2]([N:13]([CH2:18][CH:19]([C:26]1[CH:31]=[CH:30][CH:29]=[CH:28][CH:27]=1)[C:20]1[CH:25]=[CH:24][CH:23]=[CH:22][CH:21]=1)[CH2:14][CH2:15][CH2:16][OH:17])([C:9]([F:12])([F:11])[F:10])[C:3]1[CH:8]=[CH:7][CH:6]=[CH:5][CH:4]=1.O[C:33]1[CH:40]=[CH:39][C:36]([CH:37]=[O:38])=[CH:35][CH:34]=1.C1C=CC(P(C2C=CC=CC=2)C2C=CC=CC=2)=CC=1.CC(OC(/N=N/C(OC(C)C)=O)=O)C. The product is [Cl:1][C:2]([N:13]([CH2:18][CH:19]([C:20]1[CH:21]=[CH:22][CH:23]=[CH:24][CH:25]=1)[C:26]1[CH:27]=[CH:28][CH:29]=[CH:30][CH:31]=1)[CH2:14][CH2:15][CH2:16][O:17][C:33]1[CH:40]=[CH:39][C:36]([CH:37]=[O:38])=[CH:35][CH:34]=1)([C:9]([F:11])([F:12])[F:10])[C:3]1[CH:4]=[CH:5][CH:6]=[CH:7][CH:8]=1. The catalyst is C1(C)C=CC=CC=1. (6) The reactants are C([O:8][C:9]1[CH:18]=[CH:17][C:16]2[C:11](=[CH:12][CH:13]=[CH:14][CH:15]=2)[C:10]=1[C:19]1[O:23][C:22]([NH2:24])=[N:21][CH:20]=1)C1C=CC=CC=1.[H][H]. The catalyst is C(O)C.[Pd]. The product is [NH2:24][C:22]1[O:23][C:19]([C:10]2[C:11]3[C:16](=[CH:15][CH:14]=[CH:13][CH:12]=3)[CH:17]=[CH:18][C:9]=2[OH:8])=[CH:20][N:21]=1. The yield is 0.410.